From a dataset of Reaction yield outcomes from USPTO patents with 853,638 reactions. Predict the reaction yield, written as a fraction of the theoretical maximum amount of product (1.0 means a 100% yield; for example, 0.34 means a 34% yield). The reactants are C([O:8][N:9]1[C:15](=[O:16])[N:14]2[CH2:17][C@H:10]1[CH2:11][CH2:12][C@H:13]2[C:18]1[CH:22]=[C:21]([C:23]([NH2:25])=[O:24])[O:20][N:19]=1)C1C=CC=CC=1. The catalyst is C1COCC1.[Pd]. The product is [OH:8][N:9]1[C:15](=[O:16])[N:14]2[CH2:17][C@H:10]1[CH2:11][CH2:12][C@H:13]2[C:18]1[CH:22]=[C:21]([C:23]([NH2:25])=[O:24])[O:20][N:19]=1. The yield is 0.900.